The task is: Predict the reactants needed to synthesize the given product.. This data is from Full USPTO retrosynthesis dataset with 1.9M reactions from patents (1976-2016). (1) Given the product [CH3:1][O:2][C:3](=[O:12])[CH2:4][C:5]1[CH:10]=[CH:9][C:8]([C:19]2[C:14]([CH3:13])=[N:15][CH:16]=[CH:17][CH:18]=2)=[N:7][CH:6]=1, predict the reactants needed to synthesize it. The reactants are: [CH3:1][O:2][C:3](=[O:12])[CH2:4][C:5]1[CH:6]=[N:7][C:8](Br)=[CH:9][CH:10]=1.[CH3:13][C:14]1[C:19](B2OC(C)(C)C(C)(C)O2)=[CH:18][CH:17]=[CH:16][N:15]=1.C([O-])([O-])=O.[Cs+].[Cs+]. (2) Given the product [CH3:18][O:19][C:20]1[CH:25]=[N:24][C:23]([N:26]2[CH:30]=[N:29][C:28]([CH3:31])=[N:27]2)=[C:22]2[NH:32][CH:33]=[C:34]([C:35](=[O:39])[C:36]([N:15]3[CH2:16][CH2:17][C:9]4[C:8]([C:3]5[CH:4]=[CH:5][CH:6]=[CH:7][N:2]=5)=[N:13][CH:12]=[N:11][C:10]=4[CH2:14]3)=[O:37])[C:21]=12, predict the reactants needed to synthesize it. The reactants are: Cl.[N:2]1[CH:7]=[CH:6][CH:5]=[CH:4][C:3]=1[C:8]1[C:9]2[CH2:17][CH2:16][NH:15][CH2:14][C:10]=2[N:11]=[CH:12][N:13]=1.[CH3:18][O:19][C:20]1[CH:25]=[N:24][C:23]([N:26]2[CH:30]=[N:29][C:28]([CH3:31])=[N:27]2)=[C:22]2[NH:32][CH:33]=[C:34]([C:35](=[O:39])[C:36](O)=[O:37])[C:21]=12.CN1CCOCC1.CN(C(ON1N=NC2C=CC=CC1=2)=[N+](C)C)C.[B-](F)(F)(F)F.